From a dataset of Reaction yield outcomes from USPTO patents with 853,638 reactions. Predict the reaction yield, written as a fraction of the theoretical maximum amount of product (1.0 means a 100% yield; for example, 0.34 means a 34% yield). The reactants are Br[C:2]1[CH:3]=[C:4]2[N:23]([CH3:24])[CH:22]=[CH:21][C:5]2=[N:6][C:7]=1[C@@H:8]([NH:10][C:11](=[O:20])[O:12][CH2:13][C:14]1[CH:19]=[CH:18][CH:17]=[CH:16][CH:15]=1)[CH3:9].CC1(C)C(C)(C)OB([C:33]2[CH2:34][N:35]([C:38]([O:40][C:41]([CH3:44])([CH3:43])[CH3:42])=[O:39])[CH2:36][CH:37]=2)O1.C([O-])([O-])=O.[K+].[K+]. The catalyst is CN(C=O)C.C1C=CC(P(C2C=CC=CC=2)[C-]2C=CC=C2)=CC=1.C1C=CC(P(C2C=CC=CC=2)[C-]2C=CC=C2)=CC=1.Cl[Pd]Cl.[Fe+2]. The product is [CH2:13]([O:12][C:11]([NH:10][C@H:8]([C:7]1[N:6]=[C:5]2[CH:21]=[CH:22][N:23]([CH3:24])[C:4]2=[CH:3][C:2]=1[C:37]1[CH2:36][N:35]([C:38]([O:40][C:41]([CH3:44])([CH3:43])[CH3:42])=[O:39])[CH2:34][CH:33]=1)[CH3:9])=[O:20])[C:14]1[CH:19]=[CH:18][CH:17]=[CH:16][CH:15]=1. The yield is 0.870.